Dataset: Reaction yield outcomes from USPTO patents with 853,638 reactions. Task: Predict the reaction yield, written as a fraction of the theoretical maximum amount of product (1.0 means a 100% yield; for example, 0.34 means a 34% yield). The reactants are Cl[C:2]1[N:10]=[C:9](Cl)[CH:8]=[CH:7][C:3]=1[C:4]([NH2:6])=[O:5].[O:12]1[CH2:17][CH2:16][N:15]([CH2:18][CH2:19][NH2:20])[CH2:14][CH2:13]1.[NH:21]1[CH2:26][CH2:25]C[C@@H:23]([NH:27][C:28](=[O:34])OC(C)(C)C)[CH2:22]1.[C:35](O)(=O)[CH:36]=C. The catalyst is CS(C)=O. The product is [C:28]([NH:27][C@H:23]1[CH2:25][CH2:26][N:21]([C:9]2[CH:8]=[CH:7][C:3]([C:4]([NH2:6])=[O:5])=[C:2]([NH:20][CH2:19][CH2:18][N:15]3[CH2:16][CH2:17][O:12][CH2:13][CH2:14]3)[N:10]=2)[CH2:22]1)(=[O:34])[CH:35]=[CH2:36]. The yield is 0.260.